This data is from Reaction yield outcomes from USPTO patents with 853,638 reactions. The task is: Predict the reaction yield, written as a fraction of the theoretical maximum amount of product (1.0 means a 100% yield; for example, 0.34 means a 34% yield). (1) The reactants are Cl[C:2]1[CH:7]=[CH:6][CH:5]=[CH:4][N:3]=1.[CH3:8][C:9]1[CH:19]=[CH:18][C:12]([CH:13]([OH:17])[C:14]([OH:16])=[O:15])=[CH:11][CH:10]=1.CC([O-])(C)C.[K+].O. The catalyst is O1CCOCC1. The product is [CH3:8][C:9]1[CH:10]=[CH:11][C:12]([CH:13]([C:14]([OH:16])=[O:15])[O:17][C:2]2[CH:7]=[CH:6][CH:5]=[CH:4][N:3]=2)=[CH:18][CH:19]=1. The yield is 0.390. (2) The reactants are [C:1]([O:5][C:6]([N:8]1[C:12](=[O:13])[CH2:11][CH2:10][C@H:9]1[C:14]([OH:16])=[O:15])=[O:7])([CH3:4])([CH3:3])[CH3:2].[CH2:17](Br)[C:18]1[CH:23]=[CH:22][CH:21]=[CH:20][CH:19]=1.C(=O)([O-])[O-].[K+].[K+]. The catalyst is CN(C=O)C. The product is [C:1]([O:5][C:6]([N:8]1[C:12](=[O:13])[CH2:11][CH2:10][CH:9]1[C:14]([O:16][CH2:17][C:18]1[CH:23]=[CH:22][CH:21]=[CH:20][CH:19]=1)=[O:15])=[O:7])([CH3:4])([CH3:2])[CH3:3]. The yield is 0.590. (3) The reactants are [CH3:1][O:2][CH2:3][CH2:4][N:5]1[CH2:10][CH2:9][N:8]2[N:11]=[C:12]([NH2:14])[CH:13]=[C:7]2[CH2:6]1.Br[C:16]1[C:17](=[O:24])[N:18]([CH3:23])[CH:19]=[C:20]([Br:22])[CH:21]=1.CC1(C)C2C(=C(P(C3C=CC=CC=3)C3C=CC=CC=3)C=CC=2)OC2C(P(C3C=CC=CC=3)C3C=CC=CC=3)=CC=CC1=2.C([O-])([O-])=O.[Cs+].[Cs+]. The catalyst is C1C=CC(/C=C/C(/C=C/C2C=CC=CC=2)=O)=CC=1.C1C=CC(/C=C/C(/C=C/C2C=CC=CC=2)=O)=CC=1.C1C=CC(/C=C/C(/C=C/C2C=CC=CC=2)=O)=CC=1.[Pd].[Pd].O1CCOCC1. The product is [Br:22][C:20]1[CH:21]=[C:16]([NH:14][C:12]2[CH:13]=[C:7]3[CH2:6][N:5]([CH2:4][CH2:3][O:2][CH3:1])[CH2:10][CH2:9][N:8]3[N:11]=2)[C:17](=[O:24])[N:18]([CH3:23])[CH:19]=1. The yield is 0.850. (4) The reactants are [CH3:1][O:2][C:3]1[CH:4]=[C:5]2[C:10](=[CH:11][C:12]=1[O:13][CH3:14])[N:9]=[CH:8][CH:7]=[C:6]2[O:15][C:16]1[CH:22]=[CH:21][C:19]([NH2:20])=[CH:18][CH:17]=1.Cl[C:24](Cl)([O:26][C:27](=[O:33])OC(Cl)(Cl)Cl)Cl.[CH3:35][N:36]1[CH2:41][CH2:40]C(O)[CH2:38][CH2:37]1.C(=O)(O)[O-].[Na+]. The catalyst is C(Cl)Cl.C(N(CC)CC)C.C1(C)C=CC=CC=1. The product is [CH3:1][O:2][C:3]1[CH:4]=[C:5]2[C:10](=[CH:11][C:12]=1[O:13][CH3:14])[N:9]=[CH:8][CH:7]=[C:6]2[O:15][C:16]1[CH:22]=[CH:21][C:19]([NH:20][C:27](=[O:33])[O:26][CH:24]2[CH2:40][CH2:41][N:36]([CH3:35])[CH2:37][CH2:38]2)=[CH:18][CH:17]=1. The yield is 0.470. (5) The reactants are [Cl:1][C:2]1[CH:11]=[CH:10][CH:9]=[CH:8][C:3]=1[C:4](Cl)=[N:5][OH:6].[CH3:12][O:13][C:14](=[O:19])[CH2:15][C:16]([CH3:18])=O.C[O-].[Na+]. The yield is 0.600. The product is [CH3:12][O:13][C:14]([C:15]1[C:4]([C:3]2[CH:8]=[CH:9][CH:10]=[CH:11][C:2]=2[Cl:1])=[N:5][O:6][C:16]=1[CH3:18])=[O:19]. The catalyst is CO. (6) The reactants are N[C:2]1[CH:7]=[C:6]([C:8]([F:11])([F:10])[F:9])[CH:5]=[CH:4][C:3]=1[S:12]([NH:15][C:16]1[CH:17]=[CH:18][CH:19]=[C:20]2[C:25]=1[N:24]=[CH:23][CH:22]=[CH:21]2)(=[O:14])=[O:13].C(ON=O)(C)(C)C. The catalyst is C(O)(=O)C.C1COCC1. The product is [F:9][C:8]([F:10])([F:11])[C:6]1[CH:5]=[C:4]2[C:3]([S:12](=[O:14])(=[O:13])[NH:15][C:16]3[C:17]2=[CH:18][CH:19]=[C:20]2[C:25]=3[N:24]=[CH:23][CH:22]=[CH:21]2)=[CH:2][CH:7]=1. The yield is 0.230. (7) The reactants are [Cl-].O[NH3+:3].[C:4](=[O:7])([O-])[OH:5].[Na+].CS(C)=O.[CH2:13]([C:15]1[N:16]([C:40]2[CH:45]=[CH:44][CH:43]=[C:42]([C:46]([OH:49])([CH3:48])[CH3:47])[CH:41]=2)[C:17](=[O:39])[C:18]([CH2:24][C:25]2[CH:30]=[CH:29][C:28]([C:31]3[C:32]([C:37]#[N:38])=[CH:33][CH:34]=[CH:35][CH:36]=3)=[CH:27][CH:26]=2)=[C:19]([CH2:21][CH2:22][CH3:23])[N:20]=1)[CH3:14]. The catalyst is O. The product is [CH2:13]([C:15]1[N:16]([C:40]2[CH:45]=[CH:44][CH:43]=[C:42]([C:46]([OH:49])([CH3:47])[CH3:48])[CH:41]=2)[C:17](=[O:39])[C:18]([CH2:24][C:25]2[CH:26]=[CH:27][C:28]([C:31]3[CH:36]=[CH:35][CH:34]=[CH:33][C:32]=3[C:37]3[NH:3][C:4](=[O:7])[O:5][N:38]=3)=[CH:29][CH:30]=2)=[C:19]([CH2:21][CH2:22][CH3:23])[N:20]=1)[CH3:14]. The yield is 0.650. (8) The reactants are Cl[C:2]1[CH:3]=[C:4]([C:9]2[N:13]3[CH:14]=[CH:15][C:16]([C:19]([OH:22])([CH3:21])[CH3:20])=[C:17]([F:18])[C:12]3=[N:11][CH:10]=2)[CH:5]=[CH:6][C:7]=1[F:8].[CH3:23][O:24][C:25]1[CH:30]=[CH:29][C:28](B(O)O)=[CH:27][N:26]=1. No catalyst specified. The product is [F:18][C:17]1[C:12]2[N:13]([C:9]([C:4]3[CH:5]=[CH:6][C:7]([F:8])=[C:2]([C:28]4[CH:29]=[CH:30][C:25]([O:24][CH3:23])=[N:26][CH:27]=4)[CH:3]=3)=[CH:10][N:11]=2)[CH:14]=[CH:15][C:16]=1[C:19]([OH:22])([CH3:21])[CH3:20]. The yield is 0.0700. (9) The reactants are Cl[C:2]1[CH:7]=[CH:6][N:5]=[C:4]([S:8][CH3:9])[N:3]=1.[O:10]1[C:14]2[CH:15]=[CH:16][CH:17]=[CH:18][C:13]=2[CH:12]=[C:11]1B(O)O.C([O-])([O-])=O.[Na+].[Na+]. The catalyst is O1CCOCC1.[Pd].C1(P(C2C=CC=CC=2)C2C=CC=CC=2)C=CC=CC=1.C1(P(C2C=CC=CC=2)C2C=CC=CC=2)C=CC=CC=1.C1(P(C2C=CC=CC=2)C2C=CC=CC=2)C=CC=CC=1.C1(P(C2C=CC=CC=2)C2C=CC=CC=2)C=CC=CC=1. The product is [O:10]1[C:11]2=[CH:12][CH:13]=[CH:18][C:17]2=[CH:16][CH:15]=[C:14]1[C:2]1[CH:7]=[CH:6][N:5]=[C:4]([S:8][CH3:9])[N:3]=1. The yield is 0.430.